From a dataset of Blood-brain barrier permeability classification from the B3DB database. Regression/Classification. Given a drug SMILES string, predict its absorption, distribution, metabolism, or excretion properties. Task type varies by dataset: regression for continuous measurements (e.g., permeability, clearance, half-life) or binary classification for categorical outcomes (e.g., BBB penetration, CYP inhibition). Dataset: b3db_classification. (1) The drug is NC(=O)N/N=C\c1ccc([N+](=O)[O-])o1. The result is 0 (does not penetrate BBB). (2) The drug is CCC(=O)OCC(=O)[C@@]12OC(C)(C)O[C@@H]1C[C@H]1[C@@H]3C[C@H](F)C4=CC(=O)C=C[C@]4(C)[C@@]3(F)[C@@H](O)C[C@@]12C. The result is 1 (penetrates BBB). (3) The molecule is NCC(O)c1cccc(O)c1. The result is 0 (does not penetrate BBB). (4) The drug is CCCCC(=O)OCC(=O)C1(O)Cc2c(O)c3c(c(O)c2C(OC2CC(NC(=O)C(F)(F)F)C(O)C(C)O2)C1)C(=O)c1c(OC)cccc1C3=O. The result is 0 (does not penetrate BBB). (5) The molecule is CC(C)(C)C1(O)CCN2C[C@H]3c4ccccc4CCc4cccc(c43)[C@@H]2C1. The result is 1 (penetrates BBB). (6) The compound is Cc1ncc([N+](=O)[O-])n1C[C@H](O)CCl. The result is 1 (penetrates BBB). (7) The molecule is Cc1onc(-c2c(Cl)cccc2Cl)c1C(=O)NC1C(=O)N2C1SC(C)(C)C2C(=O)O. The result is 0 (does not penetrate BBB). (8) The molecule is O=c1ccc(-c2c(-c3ccccc3)nn3ccccc23)nn1CCN1CCCCC1. The result is 1 (penetrates BBB). (9) The drug is C[C@H](O)[C@@H]1C(=O)N2C(C(=O)O)=C(SCCN=CN)C[C@@H]12. The result is 0 (does not penetrate BBB). (10) The molecule is CCOc1cc(CC(=O)N[C@@H](CC(C)C)c2ccccc2N2CCCCC2)ccc1C(=O)O. The result is 0 (does not penetrate BBB).